Dataset: NCI-60 drug combinations with 297,098 pairs across 59 cell lines. Task: Regression. Given two drug SMILES strings and cell line genomic features, predict the synergy score measuring deviation from expected non-interaction effect. Drug 1: C1=CC(=CC=C1CCCC(=O)O)N(CCCl)CCCl. Drug 2: C1CN(CCN1C(=O)CCBr)C(=O)CCBr. Cell line: ACHN. Synergy scores: CSS=69.6, Synergy_ZIP=-2.46, Synergy_Bliss=-0.453, Synergy_Loewe=-2.74, Synergy_HSA=0.0663.